The task is: Binary Classification. Given a drug SMILES string, predict its activity (active/inactive) in a high-throughput screening assay against a specified biological target.. This data is from M1 muscarinic receptor antagonist screen with 61,756 compounds. (1) The molecule is O(CCCC)C(=O)C(Nc1n[nH]c(=O)[nH]c1=O)C. The result is 0 (inactive). (2) The drug is Fc1ccc(N\C(C)=C(\C(=O)N)C#N)cc1. The result is 0 (inactive). (3) The result is 0 (inactive). The compound is O=C1N(CCC1)C(=O)c1ccc(OC)cc1. (4) The drug is S(c1nc2OC=Nc3c(c2nn1)cccc3)C. The result is 0 (inactive). (5) The molecule is Clc1ccc(S(=O)(=O)Cc2oc(cc2)C(=O)NCCOC)cc1. The result is 0 (inactive). (6) The molecule is s1c(C2C3CN(CC=C3C(=C(N)C2(C#N)C#N)C#N)C(OC(C)(C)C)=O)ccc1. The result is 0 (inactive). (7) The compound is S(=O)(=O)(N1CC(CCC1)c1onc(n1)c1cc(OC)ccc1)CC. The result is 0 (inactive).